This data is from Full USPTO retrosynthesis dataset with 1.9M reactions from patents (1976-2016). The task is: Predict the reactants needed to synthesize the given product. (1) Given the product [CH3:1][N:2]1[CH2:7][CH2:6][N:5]([C:8]2[CH:15]=[CH:14][C:11]([C:12](=[S:17])[NH2:13])=[CH:10][CH:9]=2)[CH2:4][CH2:3]1, predict the reactants needed to synthesize it. The reactants are: [CH3:1][N:2]1[CH2:7][CH2:6][N:5]([C:8]2[CH:15]=[CH:14][C:11]([C:12]#[N:13])=[CH:10][CH:9]=2)[CH2:4][CH2:3]1.P12(SP3(SP(SP(S3)(S1)=S)(=S)S2)=S)=[S:17]. (2) Given the product [CH2:1]([NH:4][C:5]1[CH:6]=[CH:7][C:8]([NH2:11])=[N:9][CH:10]=1)[CH3:2], predict the reactants needed to synthesize it. The reactants are: [CH:1]([NH:4][C:5]1[CH:6]=[CH:7][C:8]([NH2:11])=[N:9][CH:10]=1)(C)[CH3:2].C(NC1C=CC=NC=1[N+]([O-])=O)C. (3) The reactants are: [Cl:1][C:2]1[C:3]([O:12][C:13]2[CH:18]=[C:17]([O:19][CH2:20][CH2:21][O:22][CH:23]([CH3:25])[CH3:24])[CH:16]=[CH:15][C:14]=2[CH2:26][CH2:27][C:28](OCC)=[O:29])=[N:4][CH:5]=[C:6]([C:8]([F:11])([F:10])[F:9])[CH:7]=1.[H-].[Al+3].[Li+].[H-].[H-].[H-].O.O.O.O.O.O.O.O.O.O.S([O-])([O-])(=O)=O.[Na+].[Na+]. Given the product [Cl:1][C:2]1[C:3]([O:12][C:13]2[CH:18]=[C:17]([O:19][CH2:20][CH2:21][O:22][CH:23]([CH3:24])[CH3:25])[CH:16]=[CH:15][C:14]=2[CH2:26][CH2:27][CH2:28][OH:29])=[N:4][CH:5]=[C:6]([C:8]([F:10])([F:9])[F:11])[CH:7]=1, predict the reactants needed to synthesize it. (4) Given the product [Na:1].[O:2]1[CH2:7][CH2:6][O:5][CH2:4][CH:3]1[CH2:8][O:9][C:10]1[C:15]([CH3:30])=[CH:14][N:13]=[C:12]([CH2:16][S:17]([C:19]2[NH:20][C:21]3[CH:27]=[CH:26][CH:25]=[CH:24][C:22]=3[N:23]=2)=[O:18])[C:11]=1[CH3:28], predict the reactants needed to synthesize it. The reactants are: [Na:1].[O:2]1[CH2:7][CH2:6][O:5][CH2:4][CH:3]1[CH2:8][O:9][C:10]1[CH:15]=[CH:14][N:13]=[C:12]([CH2:16][S:17]([C:19]2[NH:23][C:22]3[CH:24]=[CH:25][CH:26]=[CH:27][C:21]=3[N:20]=2)=[O:18])[C:11]=1[CH3:28].Cl[C:30]1C(C)=C[N+]([O-])=C(C)C=1C. (5) Given the product [F:28][C:2]([F:27])([F:1])[C:3]([N:5]1[CH2:6][CH2:7][CH:8]([CH:11]2[C:24]3[CH:23]=[CH:22][C:21]([C:25]4[NH:31][N:30]=[N:29][N:26]=4)=[CH:20][C:19]=3[O:18][C:17]3[C:12]2=[CH:13][CH:14]=[CH:15][CH:16]=3)[CH2:9][CH2:10]1)=[O:4], predict the reactants needed to synthesize it. The reactants are: [F:1][C:2]([F:28])([F:27])[C:3]([N:5]1[CH2:10][CH2:9][CH:8]([CH:11]2[C:24]3[CH:23]=[CH:22][C:21]([C:25]#[N:26])=[CH:20][C:19]=3[O:18][C:17]3[C:12]2=[CH:13][CH:14]=[CH:15][CH:16]=3)[CH2:7][CH2:6]1)=[O:4].[N-:29]=[N+:30]=[N-:31].[Na+].[Cl-].[NH4+].O. (6) Given the product [OH:13][CH2:12][CH2:11][N:10]([C:17]1[CH:22]=[CH:21][C:20]([CH2:23][CH2:24][S:25]([N:28]2[CH2:49][CH2:48][C:31]3([N:35]=[C:34]([C:36]4[CH:41]=[CH:40][CH:39]=[C:38]([O:42][C:43]([F:45])([F:46])[F:44])[CH:37]=4)[NH:33][C:32]3=[O:47])[CH2:30][CH2:29]2)(=[O:27])=[O:26])=[C:19]([CH3:50])[CH:18]=1)[C:7](=[O:9])[CH3:8], predict the reactants needed to synthesize it. The reactants are: C([O-])([O-])=O.[K+].[K+].[C:7]([N:10]([C:17]1[CH:22]=[CH:21][C:20]([CH2:23][CH2:24][S:25]([N:28]2[CH2:49][CH2:48][C:31]3([N:35]=[C:34]([C:36]4[CH:41]=[CH:40][CH:39]=[C:38]([O:42][C:43]([F:46])([F:45])[F:44])[CH:37]=4)[NH:33][C:32]3=[O:47])[CH2:30][CH2:29]2)(=[O:27])=[O:26])=[C:19]([CH3:50])[CH:18]=1)[CH2:11][CH2:12][O:13]C(=O)C)(=[O:9])[CH3:8].O. (7) The reactants are: [CH3:1][C:2]1([CH3:27])[CH2:7][CH2:6][C:5]([C:8]2[C:9]([CH:20]([OH:26])[C:21]([O:23][CH2:24][CH3:25])=[O:22])=[C:10]([CH3:19])[S:11][C:12]=2[C:13]2[CH:18]=[CH:17][N:16]=[CH:15][CH:14]=2)=[CH:4][CH2:3]1.[H-].[Na+].[CH2:30](I)[CH3:31]. Given the product [CH3:27][C:2]1([CH3:1])[CH2:7][CH2:6][C:5]([C:8]2[C:9]([CH:20]([O:26][CH2:30][CH3:31])[C:21]([O:23][CH2:24][CH3:25])=[O:22])=[C:10]([CH3:19])[S:11][C:12]=2[C:13]2[CH:14]=[CH:15][N:16]=[CH:17][CH:18]=2)=[CH:4][CH2:3]1, predict the reactants needed to synthesize it. (8) Given the product [CH3:1][O:2][C:3]([C:5]1[CH:6]=[C:7]2[C:12](=[CH:13][CH:14]=1)[N:11]1[C:15]([O:18][CH3:19])=[N:16][N:17]=[C:10]1[C:9]([NH:29][CH2:28][CH2:27][C:24]1[CH:25]=[CH:26][N:21]=[CH:22][CH:23]=1)=[N:8]2)=[O:4], predict the reactants needed to synthesize it. The reactants are: [CH3:1][O:2][C:3]([C:5]1[CH:6]=[C:7]2[C:12](=[CH:13][CH:14]=1)[N:11]1[C:15]([O:18][CH3:19])=[N:16][N:17]=[C:10]1[C:9](Cl)=[N:8]2)=[O:4].[N:21]1[CH:26]=[CH:25][C:24]([CH2:27][CH2:28][NH2:29])=[CH:23][CH:22]=1.C(=O)(O)[O-].[Na+].